Dataset: Forward reaction prediction with 1.9M reactions from USPTO patents (1976-2016). Task: Predict the product of the given reaction. (1) Given the reactants Br[C:2]1[CH:13]=[N:12][C:5]2[NH:6][C:7](=[O:11])[NH:8][C:9](=[O:10])[C:4]=2[CH:3]=1.[C:14]([O:18][C:19]([CH3:22])([CH3:21])[CH3:20])(=[O:17])[CH:15]=[CH2:16].C(N(C(C)C)C(C)C)C.CC1C=CC=CC=1P(C1C=CC=CC=1C)C1C=CC=CC=1C, predict the reaction product. The product is: [C:19]([O:18][C:14](=[O:17])/[CH:15]=[CH:16]/[C:2]1[CH:13]=[N:12][C:5]2[NH:6][C:7](=[O:11])[NH:8][C:9](=[O:10])[C:4]=2[CH:3]=1)([CH3:22])([CH3:21])[CH3:20]. (2) Given the reactants [Cl:1][C:2]1[CH:18]=[CH:17][C:5]2[CH2:6][CH2:7][N:8]([C:11](=[O:16])[C:12]([F:15])([F:14])[F:13])[CH2:9][CH2:10][C:4]=2[C:3]=1OS(C(F)(F)F)(=O)=O.[C:27]1([C:36]2[CH:41]=[CH:40][CH:39]=[CH:38][CH:37]=2)[CH:32]=[CH:31][CH:30]=[C:29](B(O)O)[CH:28]=1.[F-].[Cs+], predict the reaction product. The product is: [C:27]1([C:36]2[CH:37]=[CH:38][CH:39]=[CH:40][CH:41]=2)[CH:32]=[CH:31][CH:30]=[C:29]([C:3]2[C:4]3[CH2:10][CH2:9][N:8]([C:11](=[O:16])[C:12]([F:15])([F:14])[F:13])[CH2:7][CH2:6][C:5]=3[CH:17]=[CH:18][C:2]=2[Cl:1])[CH:28]=1. (3) Given the reactants [NH2:1][CH2:2][C:3]1[C:8]([CH3:9])=[N:7][C:6]2[N:10]([CH2:13][CH3:14])[N:11]=[CH:12][C:5]=2[C:4]=1[NH:15][CH:16]1[CH2:21][CH2:20][O:19][CH2:18][CH2:17]1.[CH3:22][CH:23]([C:25]1[N:30]=[CH:29][C:28]([C:31](OC)=[O:32])=[CH:27][N:26]=1)[CH3:24], predict the reaction product. The product is: [CH2:13]([N:10]1[C:6]2=[N:7][C:8]([CH3:9])=[C:3]([CH2:2][NH:1][C:31]([C:28]3[CH:29]=[N:30][C:25]([CH:23]([CH3:24])[CH3:22])=[N:26][CH:27]=3)=[O:32])[C:4]([NH:15][CH:16]3[CH2:17][CH2:18][O:19][CH2:20][CH2:21]3)=[C:5]2[CH:12]=[N:11]1)[CH3:14]. (4) Given the reactants [O-:1][N+:2]1[C:7]2[CH:8]=[CH:9][CH:10]=[CH:11][C:6]=2[N+:5]([O-:12])=[C:4]([NH:13][CH2:14][CH2:15][CH2:16][CH2:17][CH2:18][CH2:19][NH2:20])[N:3]=1.CO[C:23]1[C:24]2[C:29]([N:30]=[C:31]3[C:36]=1[CH:35]=[CH:34][CH:33]=[CH:32]3)=[CH:28][CH:27]=[CH:26][CH:25]=2, predict the reaction product. The product is: [CH:25]1[C:24]2[C:29](=[N:30][C:31]3[C:36]([C:23]=2[NH:20][CH2:19][CH2:18][CH2:17][CH2:16][CH2:15][CH2:14][NH:13][C:4]2[N:3]=[N+:2]([O-:1])[C:7]4[CH:8]=[CH:9][CH:10]=[CH:11][C:6]=4[N+:5]=2[O-:12])=[CH:35][CH:34]=[CH:33][CH:32]=3)[CH:28]=[CH:27][CH:26]=1. (5) Given the reactants Cl.[Cl:2][C:3]1[CH:8]=[CH:7][C:6]([C:9]2[CH2:10][CH2:11][NH:12][CH2:13][CH:14]=2)=[CH:5][CH:4]=1.C(N(CC)CC)C.[C:22](=O)([O:28]C(C)(C)C)[O:23][C:24]([CH3:27])([CH3:26])[CH3:25], predict the reaction product. The product is: [C:24]([O:23][C:22]([N:12]1[CH2:11][CH:10]=[C:9]([C:6]2[CH:7]=[CH:8][C:3]([Cl:2])=[CH:4][CH:5]=2)[CH2:14][CH2:13]1)=[O:28])([CH3:27])([CH3:26])[CH3:25]. (6) Given the reactants [Cl:1][C:2]1[CH:7]=[CH:6][CH:5]=[C:4]([N+:8]([O-])=O)[C:3]=1[N:11]1[CH2:16][CH2:15][CH2:14][CH2:13][CH2:12]1, predict the reaction product. The product is: [Cl:1][C:2]1[C:3]([N:11]2[CH2:16][CH2:15][CH2:14][CH2:13][CH2:12]2)=[C:4]([NH2:8])[CH:5]=[CH:6][CH:7]=1. (7) Given the reactants Cl.[O:2]=[C:3]1[NH:7][N:6]=[C:5]([C:8]2[CH:9]=[C:10]3[C:20](=[CH:21][CH:22]=2)[O:19][C:13]2([CH2:18][CH2:17][NH:16][CH2:15][CH2:14]2)[CH2:12][C:11]3=[O:23])[NH:4]1.[CH2:24]([O:26][C:27]1[CH:28]=[C:29]([CH:33]=[C:34]([O:42][CH2:43][CH3:44])[C:35]=1[C:36]1[CH:37]=[N:38][N:39]([CH3:41])[CH:40]=1)[C:30](O)=[O:31])[CH3:25].CCN=C=NCCCN(C)C.C1C=CC2N(O)N=NC=2C=1, predict the reaction product. The product is: [CH2:24]([O:26][C:27]1[CH:28]=[C:29]([C:30]([N:16]2[CH2:17][CH2:18][C:13]3([CH2:12][C:11](=[O:23])[C:10]4[C:20](=[CH:21][CH:22]=[C:8]([C:5]5[NH:4][C:3](=[O:2])[NH:7][N:6]=5)[CH:9]=4)[O:19]3)[CH2:14][CH2:15]2)=[O:31])[CH:33]=[C:34]([O:42][CH2:43][CH3:44])[C:35]=1[C:36]1[CH:37]=[N:38][N:39]([CH3:41])[CH:40]=1)[CH3:25]. (8) Given the reactants Br[C:2]1[N:10]=[CH:9][N:8]=[C:7]2[C:3]=1[N:4]=[CH:5][NH:6]2.[NH2:11][CH:12]([C:14]1[CH:15]=[C:16]([Cl:30])[C:17]([CH3:29])=[C:18]([C:27]#[N:28])[C:19]=1[C:20]1[CH:25]=[CH:24][CH:23]=[C:22]([F:26])[CH:21]=1)[CH3:13].C(N(CC)C(C)C)(C)C, predict the reaction product. The product is: [Cl:30][C:16]1[C:17]([CH3:29])=[C:18]([C:27]#[N:28])[C:19]([C:20]2[CH:25]=[CH:24][CH:23]=[C:22]([F:26])[CH:21]=2)=[C:14]([CH:12]([NH:11][C:2]2[N:10]=[CH:9][N:8]=[C:7]3[C:3]=2[N:4]=[CH:5][NH:6]3)[CH3:13])[CH:15]=1. (9) Given the reactants Cl[C:2]1[N:10]=[C:9](Cl)[CH:8]=[CH:7][C:3]=1[C:4]([NH2:6])=[O:5].[N:12]1([C:18]2[CH:24]=[CH:23][C:21]([NH2:22])=[CH:20][CH:19]=2)[CH2:17][CH2:16][CH2:15][CH2:14][CH2:13]1.C(O[C:30](=[O:37])[NH:31][C@@H:32]1[CH2:36][CH2:35][NH:34][CH2:33]1)(C)(C)C.[C:38](O)(=O)[CH:39]=C, predict the reaction product. The product is: [C:30]([NH:31][C@H:32]1[CH2:36][CH2:35][N:34]([C:9]2[CH:8]=[CH:7][C:3]([C:4]([NH2:6])=[O:5])=[C:2]([NH:22][C:21]3[CH:23]=[CH:24][C:18]([N:12]4[CH2:17][CH2:16][CH2:15][CH2:14][CH2:13]4)=[CH:19][CH:20]=3)[N:10]=2)[CH2:33]1)(=[O:37])[CH:38]=[CH2:39].